From a dataset of Forward reaction prediction with 1.9M reactions from USPTO patents (1976-2016). Predict the product of the given reaction. (1) Given the reactants F[C:2](F)(F)[C:3](O)=O.C([C:10]1([C:26]([O-:28])=[O:27])[C:14]2[CH2:15][N:16](C(OC(C)(C)C)=O)[CH2:17][CH2:18][C:13]=2[NH:12][NH:11]1)C, predict the reaction product. The product is: [CH2:2]([O:28][C:26]([C:10]1[C:14]2[CH2:15][NH:16][CH2:17][CH2:18][C:13]=2[NH:12][N:11]=1)=[O:27])[CH3:3]. (2) Given the reactants [C:1]1([P:7]([C:32]2[CH:37]=[CH:36][CH:35]=[CH:34][CH:33]=2)([C:9]2[C:10]([CH3:31])=[C:11]3[C:15](=[C:16]([CH3:30])[C:17]=2[C:18]2[C:27]4[C:22](=[CH:23][CH:24]=[CH:25][CH:26]=4)[CH:21]=[CH:20][C:19]=2[O:28][CH3:29])[CH2:14][O:13][CH2:12]3)=O)[CH:6]=[CH:5][CH:4]=[CH:3][CH:2]=1.C(N(CC)CC)C.C1C2C(=CC=CC=2)C=CC=1.Cl[SiH](Cl)Cl.C(=O)(O)[O-].[Na+], predict the reaction product. The product is: [C:32]1([P:7]([C:1]2[CH:6]=[CH:5][CH:4]=[CH:3][CH:2]=2)[C:9]2[C:10]([CH3:31])=[C:11]3[C:15](=[C:16]([CH3:30])[C:17]=2[C:18]2[C:27]4[C:22](=[CH:23][CH:24]=[CH:25][CH:26]=4)[CH:21]=[CH:20][C:19]=2[O:28][CH3:29])[CH2:14][O:13][CH2:12]3)[CH:33]=[CH:34][CH:35]=[CH:36][CH:37]=1. (3) Given the reactants Br[C:2]1[C:10]2[C:6](=[N:7][S:8][N:9]=2)[C:5](Br)=[CH:4][CH:3]=1.[CH3:12][C:13]1[CH:14]=[C:15](B2OC(C)(C)C(C)(C)O2)[S:16][CH:17]=1.C(=O)([O-])[O-].[Na+].[Na+].CO[CH2:35][CH2:36]OC, predict the reaction product. The product is: [CH3:13][C:14]1[CH:35]=[C:36]([C:2]2[C:10]3[C:6](=[N:7][S:8][N:9]=3)[C:5]([C:15]3[S:16][CH:17]=[C:13]([CH3:12])[CH:14]=3)=[CH:4][CH:3]=2)[S:16][CH:15]=1. (4) Given the reactants [C:1]([C:3]1[CH:4]=[C:5]([C:10]2[CH:15]=[CH:14][N:13]=[C:12]([NH:16][C:17]3[CH:18]=[CH:19][C:20]([NH:23][C:24](=[O:26])[CH3:25])=[N:21][CH:22]=3)[N:11]=2)[CH:6]=[CH:7][C:8]=1F)#[N:2].[NH:27]1[CH2:32][CH2:31][CH:30]([C:33]([NH2:35])=[O:34])[CH2:29][CH2:28]1, predict the reaction product. The product is: [C:24]([NH:23][C:20]1[N:21]=[CH:22][C:17]([NH:16][C:12]2[N:11]=[C:10]([C:5]3[CH:6]=[CH:7][C:8]([N:27]4[CH2:32][CH2:31][CH:30]([C:33]([NH2:35])=[O:34])[CH2:29][CH2:28]4)=[C:3]([C:1]#[N:2])[CH:4]=3)[CH:15]=[CH:14][N:13]=2)=[CH:18][CH:19]=1)(=[O:26])[CH3:25]. (5) Given the reactants [Cl:1][C:2]1[CH:3]=[C:4]2[C:8](=[CH:9][CH:10]=1)[C@@H:7]([O:11][C:12]1[C:20]3[N:19]=[C:18]([CH3:21])[N:17]([CH3:22])[C:16]=3[CH:15]=[C:14]([C:23]([O:25]CC)=[O:24])[CH:13]=1)[C@H:6]([OH:28])[CH2:5]2.[OH-].[Na+].Cl, predict the reaction product. The product is: [Cl:1][C:2]1[CH:3]=[C:4]2[C:8](=[CH:9][CH:10]=1)[C@@H:7]([O:11][C:12]1[C:20]3[N:19]=[C:18]([CH3:21])[N:17]([CH3:22])[C:16]=3[CH:15]=[C:14]([C:23]([OH:25])=[O:24])[CH:13]=1)[C@H:6]([OH:28])[CH2:5]2.